Dataset: Full USPTO retrosynthesis dataset with 1.9M reactions from patents (1976-2016). Task: Predict the reactants needed to synthesize the given product. Given the product [CH:25]([N:21]1[C:20]([C:14]2[N:13]=[C:12]3[C:11]4[CH:28]=[N:29][C:8]([NH2:7])=[CH:9][C:10]=4[O:19][CH2:18][CH2:17][N:16]3[CH:15]=2)=[N:24][CH:23]=[N:22]1)([CH3:27])[CH3:26], predict the reactants needed to synthesize it. The reactants are: COC1C=C(C=CC=1OC)C[NH:7][C:8]1[N:29]=[CH:28][C:11]2[C:12]3[N:16]([CH2:17][CH2:18][O:19][C:10]=2[CH:9]=1)[CH:15]=[C:14]([C:20]1[N:21]([CH:25]([CH3:27])[CH3:26])[N:22]=[CH:23][N:24]=1)[N:13]=3.C(O)(C(F)(F)F)=O.